Dataset: Catalyst prediction with 721,799 reactions and 888 catalyst types from USPTO. Task: Predict which catalyst facilitates the given reaction. (1) Reactant: [CH3:1][C:2]1[C:7]([NH:8][C:9]2[N:14]=[CH:13][CH:12]=[CH:11][C:10]=2[C:15]([OH:17])=[O:16])=[CH:6][CH:5]=[CH:4][C:3]=1[C:18]([F:21])([F:20])[F:19].CNC[C@H](O)[C@@H](O)[C@H](O)[C@H](O)CO.CS(C1C=CC([C@@H](O)[C@H](NC(C(Cl)Cl)=O)CF)=CC=1)(=O)=O.N. Product: [CH3:1][C:2]1[C:7]([NH:8][C:9]2[N:14]=[CH:13][CH:12]=[CH:11][C:10]=2[C:15]([OH:17])=[O:16])=[CH:6][CH:5]=[CH:4][C:3]=1[C:18]([F:20])([F:19])[F:21]. The catalyst class is: 6. (2) Reactant: Cl[C:2]1[CH:3]=[C:4]([NH:11][C:12]2[CH:17]=[CH:16][CH:15]=[C:14]([N:18]3[CH2:22][CH2:21][CH2:20][C@@H:19]3[CH3:23])[N:13]=2)[C:5]2[N:6]([CH:8]=[CH:9][N:10]=2)[N:7]=1.CC1(C)C(C)(C)OB([C:32]2[CH:33]=[C:34]([CH:39]=[CH:40][CH:41]=2)[C:35]([O:37]C)=[O:36])O1.CC(C1C=C(C(C)C)C(C2C=CC=CC=2P(C2CCCCC2)C2CCCCC2)=C(C(C)C)C=1)C.C([O-])([O-])=O.[Na+].[Na+]. Product: [CH3:23][C@H:19]1[CH2:20][CH2:21][CH2:22][N:18]1[C:14]1[N:13]=[C:12]([NH:11][C:4]2[C:5]3[N:6]([CH:8]=[CH:9][N:10]=3)[N:7]=[C:2]([C:32]3[CH:33]=[C:34]([CH:39]=[CH:40][CH:41]=3)[C:35]([OH:37])=[O:36])[CH:3]=2)[CH:17]=[CH:16][CH:15]=1. The catalyst class is: 333. (3) Reactant: [CH:1]1[C:13]2[CH:12]([CH2:14][O:15][C:16]([N:18]3[C@H:23]([CH3:24])[CH2:22][CH2:21][C@@H:20]([C:25](O)=[O:26])[CH2:19]3)=[O:17])[C:11]3[C:6](=[CH:7][CH:8]=[CH:9][CH:10]=3)[C:5]=2[CH:4]=[CH:3][CH:2]=1.C[N:29](C(ON1N=NC2C=CC=NC1=2)=[N+](C)C)C.F[P-](F)(F)(F)(F)F.C(N(CC)CC)C.[Cl-].[NH4+]. Product: [C:25]([C@H:20]1[CH2:19][N:18]([C:16]([O:15][CH2:14][CH:12]2[C:13]3[CH:1]=[CH:2][CH:3]=[CH:4][C:5]=3[C:6]3[C:11]2=[CH:10][CH:9]=[CH:8][CH:7]=3)=[O:17])[C@H:23]([CH3:24])[CH2:22][CH2:21]1)(=[O:26])[NH2:29]. The catalyst class is: 34. (4) Reactant: [H-].[Na+].[O-]CC.[Na+].[CH2:7]([O:9][C:10](=[O:21])[CH:11]([NH:17][C:18](=[O:20])[CH3:19])[C:12]([O:14][CH2:15][CH3:16])=[O:13])[CH3:8].Br[CH2:23][C:24]([C:26]1[CH:31]=[CH:30][CH:29]=[CH:28][CH:27]=1)=[O:25]. Product: [CH2:15]([O:14][C:12](=[O:13])[C:11]([NH:17][C:18](=[O:20])[CH3:19])([CH2:23][C:24](=[O:25])[C:26]1[CH:31]=[CH:30][CH:29]=[CH:28][CH:27]=1)[C:10]([O:9][CH2:7][CH3:8])=[O:21])[CH3:16]. The catalyst class is: 8. (5) Product: [C:2]([O:6][C:7]([NH:9][C@H:10]1[C@H:15]([C:16]([O:18][CH3:19])=[O:17])[CH2:14][CH2:13][CH2:12][CH2:11]1)=[O:8])([CH3:5])([CH3:4])[CH3:3]. Reactant: [Na].[C:2]([O:6][C:7]([NH:9][C@H:10]1[C@@H:15]([C:16]([O:18][CH3:19])=[O:17])[CH2:14][CH2:13][CH2:12][CH2:11]1)=[O:8])([CH3:5])([CH3:4])[CH3:3].C[O-].[Na+].[Cl-].[NH4+]. The catalyst class is: 5. (6) Reactant: [CH2:1]([C:3]1[CH:9]=[CH:8][CH:7]=[C:6]([CH2:10][CH3:11])[C:4]=1N)[CH3:2].S(=O)(=O)(O)[OH:13].N([O-])=O.[Na+].NC(N)=O. Product: [CH2:1]([C:3]1[CH:9]=[CH:8][CH:7]=[C:6]([CH2:10][CH3:11])[C:4]=1[OH:13])[CH3:2]. The catalyst class is: 86. (7) Reactant: [C:1]([O:5][C:6](=[O:15])[NH:7][C@H:8]1[CH2:13][CH2:12][C@@H:11]([NH2:14])[CH2:10][CH2:9]1)([CH3:4])([CH3:3])[CH3:2].CCN(C(C)C)C(C)C.[C:25](Cl)(=[O:34])[C:26]1[CH:31]=[CH:30][CH:29]=[C:28]([O:32][CH3:33])[CH:27]=1. Product: [C:1]([O:5][C:6](=[O:15])[NH:7][C@H:8]1[CH2:9][CH2:10][C@@H:11]([NH:14][C:25](=[O:34])[C:26]2[CH:31]=[CH:30][CH:29]=[C:28]([O:32][CH3:33])[CH:27]=2)[CH2:12][CH2:13]1)([CH3:4])([CH3:2])[CH3:3]. The catalyst class is: 2. (8) Reactant: FC(F)(F)S(O[C:7]1[CH:12]=[CH:11][CH:10]=[C:9]([C:13]([C:16]2[CH:21]=[CH:20][CH:19]=[C:18]([C:22]#[N:23])[CH:17]=2)([CH3:15])[CH3:14])[CH:8]=1)(=O)=O.C1C=CC(P(C2C(C3C(P(C4C=CC=CC=4)C4C=CC=CC=4)=CC=C4C=3C=CC=C4)=C3C(C=CC=C3)=CC=2)C2C=CC=CC=2)=CC=1.C(=[NH:85])(C1C=CC=CC=1)C1C=CC=CC=1.Cl. Product: [NH2:85][C:7]1[CH:8]=[C:9]([C:13]([C:16]2[CH:17]=[C:18]([CH:19]=[CH:20][CH:21]=2)[C:22]#[N:23])([CH3:15])[CH3:14])[CH:10]=[CH:11][CH:12]=1. The catalyst class is: 443.